Dataset: Forward reaction prediction with 1.9M reactions from USPTO patents (1976-2016). Task: Predict the product of the given reaction. Given the reactants [CH2:1]([N:8]1[C:16]2[C:15](=[O:17])[NH:14][C:13](=[O:18])[N:12]([CH3:19])[C:11]=2[N:10]=[CH:9]1)[C:2]1[CH:7]=[CH:6][CH:5]=[CH:4][CH:3]=1.[H-].[Na+].[C:22]([O:25][C@H:26]([CH3:32])[CH2:27][CH2:28][CH2:29][CH2:30][Br:31])(=[O:24])[CH3:23], predict the reaction product. The product is: [C:22]([O:25][C@H:26]([CH3:32])[CH2:27][CH2:28][CH2:29][CH2:30][Br:31])(=[O:24])[CH3:23].[C:22]([O:25][C@H:26]([CH3:32])[CH2:27][CH2:28][CH2:29][CH2:30][N:14]1[C:15](=[O:17])[C:16]2[N:8]([CH2:1][C:2]3[CH:7]=[CH:6][CH:5]=[CH:4][CH:3]=3)[CH:9]=[N:10][C:11]=2[N:12]([CH3:19])[C:13]1=[O:18])(=[O:24])[CH3:23].